This data is from Full USPTO retrosynthesis dataset with 1.9M reactions from patents (1976-2016). The task is: Predict the reactants needed to synthesize the given product. (1) Given the product [Cl:1][C:2]1[CH:3]=[C:4]2[C:9](=[CH:10][CH:11]=1)[CH:8]([C:12]1[CH:16]=[C:15]([Br:17])[S:14][C:13]=1[Br:18])[N:7]([C:27]([O:26][C:22]([CH3:25])([CH3:24])[CH3:23])=[O:28])[CH2:6][CH2:5]2, predict the reactants needed to synthesize it. The reactants are: [Cl:1][C:2]1[CH:3]=[C:4]2[C:9](=[CH:10][CH:11]=1)[C:8]([C:12]1[CH:16]=[C:15]([Br:17])[S:14][C:13]=1[Br:18])=[N:7][CH2:6][CH2:5]2.C(O)C.[C:22]([O:26][C:27](O[C:27]([O:26][C:22]([CH3:25])([CH3:24])[CH3:23])=[O:28])=[O:28])([CH3:25])([CH3:24])[CH3:23].[BH4-].[Na+]. (2) Given the product [Cl-:1].[OH:4][C:5]1([C:18]([F:21])([F:19])[F:20])[CH2:10][CH2:9][CH2:8][NH2+:7][CH2:6]1, predict the reactants needed to synthesize it. The reactants are: [Cl:1]CCl.[OH:4][C:5]1([C:18]([F:21])([F:20])[F:19])[CH2:10][CH2:9][CH2:8][N:7](C(OC(C)(C)C)=O)[CH2:6]1.Cl.